Dataset: Full USPTO retrosynthesis dataset with 1.9M reactions from patents (1976-2016). Task: Predict the reactants needed to synthesize the given product. (1) Given the product [C:17]1([S:14]([N:6]2[C:7]3[C:12](=[CH:11][C:10]([Cl:13])=[CH:9][CH:8]=3)[C:4]([C:1](=[O:3])[CH2:2][C:37]([C:36]3[CH:40]=[CH:41][CH:42]=[CH:43][C:35]=3[O:34][CH3:33])=[O:38])=[CH:5]2)(=[O:16])=[O:15])[CH:22]=[CH:21][CH:20]=[CH:19][CH:18]=1, predict the reactants needed to synthesize it. The reactants are: [C:1]([C:4]1[C:12]2[C:7](=[CH:8][CH:9]=[C:10]([Cl:13])[CH:11]=2)[N:6]([S:14]([C:17]2[CH:22]=[CH:21][CH:20]=[CH:19][CH:18]=2)(=[O:16])=[O:15])[CH:5]=1)(=[O:3])[CH3:2].[Li+].C[Si]([N-][Si](C)(C)C)(C)C.[CH3:33][O:34][C:35]1[CH:43]=[CH:42][CH:41]=[CH:40][C:36]=1[C:37](Cl)=[O:38].Cl. (2) Given the product [I:1][C:2]1[CH:3]=[C:4]([NH:5][CH:13]2[CH2:11][CH2:31][N:32]([CH3:33])[CH2:28][CH2:29]2)[CH:6]=[CH:7][C:8]=1[O:9][CH3:10], predict the reactants needed to synthesize it. The reactants are: [I:1][C:2]1[CH:3]=[C:4]([CH:6]=[CH:7][C:8]=1[O:9][CH3:10])[NH2:5].[C:11](O)([C:13](F)(F)F)=O.C(O[BH-](O[C:28](=O)[CH3:29])OC(=O)C)(=O)C.[CH3:31][N+:32](C)(C)[CH3:33]. (3) The reactants are: [NH2:1][C:2]1[CH:3]=[CH:4][C:5]([C:14]([CH3:18])([CH3:17])[C:15]#[N:16])=[C:6]([C:8]2[CH:13]=[CH:12][CH:11]=[CH:10][CH:9]=2)[CH:7]=1.[CH3:19][O:20][C:21]1[CH:22]=[C:23]([CH:27]=[CH:28][C:29]=1[O:30][CH3:31])[C:24](Cl)=[O:25].C(N(CC)CC)C. Given the product [C:15]([C:14]([CH3:18])([CH3:17])[C:5]1[C:6]([C:8]2[CH:13]=[CH:12][CH:11]=[CH:10][CH:9]=2)=[CH:7][C:2]([NH:1][C:24](=[O:25])[C:23]2[CH:27]=[CH:28][C:29]([O:30][CH3:31])=[C:21]([O:20][CH3:19])[CH:22]=2)=[CH:3][CH:4]=1)#[N:16], predict the reactants needed to synthesize it. (4) Given the product [CH3:15][O:18][C:3]([C:5]1[NH:22][CH:8]=[CH:7][CH:6]=1)=[O:4], predict the reactants needed to synthesize it. The reactants are: BrC[C:3]([C:5]1C=C[C:8](C(F)(F)F)=[CH:7][CH:6]=1)=[O:4].[C:15](=[O:18])([O-])[O-].[K+].[K+].C[N:22](C)C=O. (5) Given the product [CH3:1][C:2]1[CH:3]=[N:4][N:5]2[C:10]([CH2:11][CH2:12][CH3:13])=[C:9]([CH2:14][C:15]3[CH:16]=[CH:17][C:18]([C:21]4[CH:26]=[CH:25][CH:24]=[CH:23][C:22]=4[C:27]4[NH:48][N:47]=[N:46][N:28]=4)=[CH:19][CH:20]=3)[C:8](=[O:29])[N:7]([CH:30]3[CH2:35][CH2:34][O:33][CH2:32][CH2:31]3)[C:6]=12, predict the reactants needed to synthesize it. The reactants are: [CH3:1][C:2]1[CH:3]=[N:4][N:5]2[C:10]([CH2:11][CH2:12][CH3:13])=[C:9]([CH2:14][C:15]3[CH:20]=[CH:19][C:18]([C:21]4[C:22]([C:27]#[N:28])=[CH:23][CH:24]=[CH:25][CH:26]=4)=[CH:17][CH:16]=3)[C:8](=[O:29])[N:7]([CH:30]3[CH2:35][CH2:34][O:33][CH2:32][CH2:31]3)[C:6]=12.C([Sn](=O)CCCC)CCC.[N:46]([Si](C)(C)C)=[N+:47]=[N-:48].C1(C)C=CC=CC=1. (6) Given the product [NH2:1][C:2]1[N:6]([CH3:7])[C:5](=[O:8])[C:4]([C:21]2[CH:26]=[CH:25][C:24]([F:27])=[C:23]([C:35]3[CH:34]=[N:33][CH:32]=[C:31]([O:30][CH3:29])[CH:36]=3)[CH:22]=2)([C:9]2[CH:14]=[CH:13][C:12]([S:15]([F:20])([F:19])([F:18])([F:17])[F:16])=[CH:11][CH:10]=2)[N:3]=1, predict the reactants needed to synthesize it. The reactants are: [NH2:1][C:2]1[N:6]([CH3:7])[C:5](=[O:8])[C:4]([C:21]2[CH:26]=[CH:25][C:24]([F:27])=[C:23](Br)[CH:22]=2)([C:9]2[CH:14]=[CH:13][C:12]([S:15]([F:20])([F:19])([F:18])([F:17])[F:16])=[CH:11][CH:10]=2)[N:3]=1.[CH3:29][O:30][C:31]1[CH:32]=[N:33][CH:34]=[C:35](B2OC(C)(C)C(C)(C)O2)[CH:36]=1.